From a dataset of Cav3 T-type calcium channel HTS with 100,875 compounds. Binary Classification. Given a drug SMILES string, predict its activity (active/inactive) in a high-throughput screening assay against a specified biological target. (1) The drug is [O-][N+](=O)c1c2c(nc(cc2Nc2ccccc2)C)c(cc1C)C. The result is 0 (inactive). (2) The molecule is O(c1cc(c2nn(cc2C(O)=O)c2ccccc2)ccc1)C. The result is 0 (inactive). (3) The drug is S(=O)(=O)(N1CCC(CC1)C(=O)NCCC)c1c(noc1/C=C/c1ccc(OC)cc1)C. The result is 0 (inactive). (4) The molecule is S(C(C(=O)Nc1c(n(n(c1=O)c1ccccc1)C)C)C)c1nc([nH]n1)N. The result is 0 (inactive).